From a dataset of Peptide-MHC class I binding affinity with 185,985 pairs from IEDB/IMGT. Regression. Given a peptide amino acid sequence and an MHC pseudo amino acid sequence, predict their binding affinity value. This is MHC class I binding data. (1) The peptide sequence is FIHIPGDTL. The MHC is HLA-B15:01 with pseudo-sequence HLA-B15:01. The binding affinity (normalized) is 0. (2) The peptide sequence is NTARLMAGA. The MHC is HLA-A26:01 with pseudo-sequence HLA-A26:01. The binding affinity (normalized) is 0.0847. (3) The peptide sequence is YSHGTGTGY. The MHC is HLA-B58:01 with pseudo-sequence HLA-B58:01. The binding affinity (normalized) is 0.371. (4) The peptide sequence is ILAADLEKL. The MHC is HLA-A02:06 with pseudo-sequence HLA-A02:06. The binding affinity (normalized) is 0.513. (5) The peptide sequence is VMNHKNKFM. The MHC is HLA-B15:01 with pseudo-sequence HLA-B15:01. The binding affinity (normalized) is 0.0942. (6) The peptide sequence is VFSAVGNICY. The MHC is HLA-A24:02 with pseudo-sequence HLA-A24:02. The binding affinity (normalized) is 0.180. (7) The peptide sequence is HVEECSCYPR. The MHC is HLA-A31:01 with pseudo-sequence HLA-A31:01. The binding affinity (normalized) is 0.572. (8) The MHC is HLA-A68:02 with pseudo-sequence HLA-A68:02. The binding affinity (normalized) is 0. The peptide sequence is GLENGLNYI. (9) The MHC is HLA-B08:02 with pseudo-sequence HLA-B08:02. The binding affinity (normalized) is 0.0847. The peptide sequence is GLKELGDWV.